The task is: Predict the reactants needed to synthesize the given product.. This data is from Full USPTO retrosynthesis dataset with 1.9M reactions from patents (1976-2016). (1) Given the product [CH2:53]([N:60]1[CH2:65][CH2:64][N:63]([C:21]([C:20]2[CH:19]=[CH:18][C:17]([O:16][C:13]3[N:14]=[CH:15][C:10]([NH:9][C:7](=[O:8])[C:6]4[CH:26]=[CH:27][C:3]([C:2]([F:28])([F:29])[F:1])=[CH:4][CH:5]=4)=[CH:11][CH:12]=3)=[CH:25][CH:24]=2)=[O:23])[CH2:62][CH2:61]1)[C:54]1[CH:55]=[CH:56][CH:57]=[CH:58][CH:59]=1, predict the reactants needed to synthesize it. The reactants are: [F:1][C:2]([F:29])([F:28])[C:3]1[CH:27]=[CH:26][C:6]([C:7]([NH:9][C:10]2[CH:11]=[CH:12][C:13]([O:16][C:17]3[CH:25]=[CH:24][C:20]([C:21]([OH:23])=O)=[CH:19][CH:18]=3)=[N:14][CH:15]=2)=[O:8])=[CH:5][CH:4]=1.Cl.C(N=C=NCCCN(C)C)C.O.ON1C2C=CC=CC=2N=N1.[CH2:53]([N:60]1[CH2:65][CH2:64][NH:63][CH2:62][CH2:61]1)[C:54]1[CH:59]=[CH:58][CH:57]=[CH:56][CH:55]=1.C(=O)(O)[O-].[Na+]. (2) Given the product [CH2:19]([C:6]1([C:4]([O:3][CH2:1][CH3:2])=[O:5])[CH2:11][CH2:10][N:9]([C:12]([O:14][C:15]([CH3:17])([CH3:16])[CH3:18])=[O:13])[CH2:8][CH2:7]1)[CH3:20], predict the reactants needed to synthesize it. The reactants are: [CH2:1]([O:3][C:4]([CH:6]1[CH2:11][CH2:10][N:9]([C:12]([O:14][C:15]([CH3:18])([CH3:17])[CH3:16])=[O:13])[CH2:8][CH2:7]1)=[O:5])[CH3:2].[CH:19]([N-]C(C)C)(C)[CH3:20].[Li+].ICC.[Cl-].[NH4+]. (3) Given the product [Br:1][C:2]1[CH:3]=[C:4]([CH:10]=[N:22][OH:23])[S:5][C:6]=1[N+:7]([O-:9])=[O:8], predict the reactants needed to synthesize it. The reactants are: [Br:1][C:2]1[CH:3]=[C:4]([CH:10]=O)[S:5][C:6]=1[N+:7]([O-:9])=[O:8].C(O)C.N1C=CC=CC=1.Cl.[NH2:22][OH:23]. (4) Given the product [CH3:1][O:2][C:3]1[CH:4]=[C:5]([NH:15][C:16]2[N:20]=[C:19]3[N:21]=[CH:26][C:25]([C:24]#[N:23])=[C:28]([C:29]4[CH:34]=[CH:33][CH:32]=[CH:31][C:30]=4[O:35][CH3:36])[N:18]3[N:17]=2)[CH:6]=[CH:7][C:8]=1[N:9]1[CH:13]=[C:12]([CH3:14])[N:11]=[CH:10]1, predict the reactants needed to synthesize it. The reactants are: [CH3:1][O:2][C:3]1[CH:4]=[C:5]([NH:15][C:16]2[NH:20][C:19]([NH2:21])=[N:18][N:17]=2)[CH:6]=[CH:7][C:8]=1[N:9]1[CH:13]=[C:12]([CH3:14])[N:11]=[CH:10]1.C[N:23](C)/[CH:24]=[C:25](/[C:28](=O)[C:29]1[CH:34]=[CH:33][CH:32]=[CH:31][C:30]=1[O:35][CH3:36])\[C:26]#N. (5) Given the product [C:1]([C:3]1[CH:4]=[CH:5][C:6]([C:9]2[N:10]=[C:11]([NH:14][C:15]([CH3:23])([CH3:22])[CH2:16][CH2:17][C:18]([O:20][CH3:21])=[O:19])[S:12][CH:13]=2)=[CH:7][CH:8]=1)#[N:2], predict the reactants needed to synthesize it. The reactants are: [C:1]([C:3]1[CH:8]=[CH:7][C:6]([C:9]2[N:10]=[C:11]([NH:14][C:15]([CH3:23])([CH3:22])/[CH:16]=[CH:17]/[C:18]([O:20][CH3:21])=[O:19])[S:12][CH:13]=2)=[CH:5][CH:4]=1)#[N:2].[H][H]. (6) The reactants are: [C:1]([Cu])#[N:2].C(ON=O)(C)(C)C.[CH3:11][O:12][C:13]1[C:14]([N+:21]([O-:23])=[O:22])=[CH:15][C:16]([CH3:20])=[C:17]([CH:19]=1)N. Given the product [CH3:11][O:12][C:13]1[C:14]([N+:21]([O-:23])=[O:22])=[CH:15][C:16]([CH3:20])=[C:17]([CH:19]=1)[C:1]#[N:2], predict the reactants needed to synthesize it.